This data is from Full USPTO retrosynthesis dataset with 1.9M reactions from patents (1976-2016). The task is: Predict the reactants needed to synthesize the given product. (1) Given the product [C:1]([C:3]1[CH:8]=[CH:7][C:6]([CH:9]([CH3:13])[C:10]([NH:27][CH2:26][C:25]2[C:20]([O:19][CH:16]([CH3:18])[CH3:17])=[N:21][C:22]([C:28]([F:29])([F:30])[F:31])=[CH:23][CH:24]=2)=[O:12])=[CH:5][C:4]=1[O:14][CH3:15])#[N:2], predict the reactants needed to synthesize it. The reactants are: [C:1]([C:3]1[CH:8]=[CH:7][C:6]([CH:9]([CH3:13])[C:10]([OH:12])=O)=[CH:5][C:4]=1[O:14][CH3:15])#[N:2].[CH:16]([O:19][C:20]1[C:25]([CH2:26][NH2:27])=[CH:24][CH:23]=[C:22]([C:28]([F:31])([F:30])[F:29])[N:21]=1)([CH3:18])[CH3:17].CN(C)CCCN=C=NCC.ON1C2C=CC=CC=2N=N1.C(N(CC)CC)C. (2) Given the product [CH2:27]([O:26][C:24](=[O:25])[CH:23]=[C:2]1[CH2:7][CH2:6][CH:5]([C:8]([OH:10])=[O:9])[CH2:4][CH2:3]1)[CH3:28], predict the reactants needed to synthesize it. The reactants are: O=[C:2]1[CH2:7][CH2:6][CH:5]([C:8]([OH:10])=[O:9])[CH2:4][CH2:3]1.[O-]CC.[Na+].C(OP([CH2:23][C:24]([O:26][CH2:27][CH3:28])=[O:25])(OCC)=O)C.C(O)(=O)C. (3) Given the product [F:1][C:2]1[CH:7]=[CH:6][C:5]([C:8]2[C:13]([C:14]([O:16][CH3:17])=[O:15])=[C:12]([CH:18]([CH3:20])[CH3:19])[N:11]=[C:10]([N:37]([CH3:36])[S:38]([CH3:41])(=[O:40])=[O:39])[N:9]=2)=[CH:4][CH:3]=1, predict the reactants needed to synthesize it. The reactants are: [F:1][C:2]1[CH:7]=[CH:6][C:5]([C:8]2[C:13]([C:14]([O:16][CH3:17])=[O:15])=[C:12]([CH:18]([CH3:20])[CH3:19])[N:11]=[C:10](O)[N:9]=2)=[CH:4][CH:3]=1.C(#N)C.C1(C)C=CC(S(Cl)(=O)=O)=CC=1.[CH3:36][NH:37][S:38]([CH3:41])(=[O:40])=[O:39].